Dataset: Catalyst prediction with 721,799 reactions and 888 catalyst types from USPTO. Task: Predict which catalyst facilitates the given reaction. (1) Reactant: [CH3:1][N:2]1[CH2:7][CH:6]=[C:5]([C:8]2[CH:9]=[C:10]3[C:14](=[CH:15][CH:16]=2)[NH:13][N:12]=[C:11]3[C:17]2[N:18]=[N:19][N:20]([C:22]3[CH:27]=[CH:26][C:25]([C:28]([N:30]4[CH2:35][CH2:34][O:33][CH2:32][CH2:31]4)=[O:29])=[CH:24][CH:23]=3)[CH:21]=2)[CH2:4][CH2:3]1. Product: [CH3:1][N:2]1[CH2:7][CH2:6][CH:5]([C:8]2[CH:9]=[C:10]3[C:14](=[CH:15][CH:16]=2)[NH:13][N:12]=[C:11]3[C:17]2[N:18]=[N:19][N:20]([C:22]3[CH:23]=[CH:24][C:25]([C:28]([N:30]4[CH2:35][CH2:34][O:33][CH2:32][CH2:31]4)=[O:29])=[CH:26][CH:27]=3)[CH:21]=2)[CH2:4][CH2:3]1. The catalyst class is: 19. (2) Reactant: [F:1][C:2]1[CH:3]=[C:4]2[C:8](=[CH:9][CH:10]=1)[NH:7][C:6](=[O:11])[C:5]2=[N:12][N:13]=[CH:14][C:15]1[NH:19][C:18]([CH3:20])=[C:17]([C:21]([NH:23][CH2:24][C:25](O)=[O:26])=[O:22])[C:16]=1[CH3:28].Cl.C(N=C=NCCCN(C)C)C.O[C:42]1[C:50]2[N:49]=N[NH:47][C:46]=2[CH:45]=[CH:44][CH:43]=1.C(N(CC)CC)C.C1(N)C=CC=CC=1N. Product: [F:1][C:2]1[CH:3]=[C:4]2[C:8](=[CH:9][CH:10]=1)[NH:7][C:6](=[O:11])[C:5]2=[N:12][N:13]=[CH:14][C:15]1[NH:19][C:18]([CH3:20])=[C:17]([C:21]([NH:23][CH2:24][C:25]([NH:47][C:46]2[CH:45]=[CH:44][CH:43]=[CH:42][C:50]=2[NH2:49])=[O:26])=[O:22])[C:16]=1[CH3:28]. The catalyst class is: 650.